This data is from Full USPTO retrosynthesis dataset with 1.9M reactions from patents (1976-2016). The task is: Predict the reactants needed to synthesize the given product. (1) Given the product [CH3:2][N:3]([CH3:10])[CH2:4][CH2:5][CH2:6][C:7]([NH:13][CH3:12])=[O:8], predict the reactants needed to synthesize it. The reactants are: Cl.[CH3:2][N:3]([CH3:10])[CH2:4][CH2:5][CH2:6][C:7](O)=[O:8].C[CH2:12][N:13](C(C)C)C(C)C.CN.CN(C(ON1N=NC2C=CC=NC1=2)=[N+](C)C)C.F[P-](F)(F)(F)(F)F. (2) The reactants are: [Cl:1][C:2]1[N:7]=[C:6]([C:8]2[CH:9]=[N:10][CH:11]=[C:12]([Cl:14])[CH:13]=2)[C:5]2[N:15]([CH2:27][C@H:28]3[CH2:33][CH2:32][C@H:31]([CH3:34])[CH2:30][CH2:29]3)[C:16]([C:18]([C:20]3[C:25]([F:26])=[CH:24][CH:23]=[CH:22][N:21]=3)=[O:19])=[N:17][C:4]=2[CH:3]=1.[CH3:35][Mg]Br. Given the product [Cl:1][C:2]1[N:7]=[C:6]([C:8]2[CH:9]=[N:10][CH:11]=[C:12]([Cl:14])[CH:13]=2)[C:5]2[N:15]([CH2:27][C@H:28]3[CH2:33][CH2:32][C@H:31]([CH3:34])[CH2:30][CH2:29]3)[C:16]([C:18]([C:20]3[C:25]([F:26])=[CH:24][CH:23]=[CH:22][N:21]=3)([OH:19])[CH3:35])=[N:17][C:4]=2[CH:3]=1, predict the reactants needed to synthesize it. (3) The reactants are: Cl.[Br:2][C:3]1[CH:4]=[C:5]([CH2:9]Cl)[CH:6]=[NH+:7][CH:8]=1.C(N(CC)CC)C.[C:18]([NH:25][C:26]([O:28][C:29]([CH3:32])([CH3:31])[CH3:30])=[O:27])([O:20][C:21]([CH3:24])([CH3:23])[CH3:22])=[O:19].[K]. Given the product [Br:2][C:3]1[CH:4]=[C:5]([CH2:9][N:25]([C:18]([O:20][C:21]([CH3:24])([CH3:23])[CH3:22])=[O:19])[C:26]([O:28][C:29]([CH3:30])([CH3:31])[CH3:32])=[O:27])[CH:6]=[N:7][CH:8]=1, predict the reactants needed to synthesize it. (4) The reactants are: CN(C)[CH:3]=[CH:4][C:5]([C:7]1[C:12](=[O:13])[C:11]([O:14][CH3:15])=[CH:10][N:9]([C:16]2[CH:21]=[CH:20][C:19]([N:22]3[CH:26]=[CH:25][CH:24]=[N:23]3)=[CH:18][C:17]=2[O:27][CH3:28])[N:8]=1)=O.Cl.[Cl:31][C:32]1[CH:33]=[C:34]([NH:38][NH2:39])[CH:35]=[CH:36][CH:37]=1.C(O)(C(F)(F)F)=O. Given the product [Cl:31][C:32]1[CH:33]=[C:34]([N:38]2[C:5]([C:7]3[C:12](=[O:13])[C:11]([O:14][CH3:15])=[CH:10][N:9]([C:16]4[CH:21]=[CH:20][C:19]([N:22]5[CH:26]=[CH:25][CH:24]=[N:23]5)=[CH:18][C:17]=4[O:27][CH3:28])[N:8]=3)=[CH:4][CH:3]=[N:39]2)[CH:35]=[CH:36][CH:37]=1, predict the reactants needed to synthesize it. (5) Given the product [CH3:8][O:9][C:10]1[CH:46]=[CH:45][C:13]([C:14]([O:29][CH2:30][C@H:31]2[O:35][C@@H:34]([N:36]3[CH:43]=[CH:42][C:40](=[O:41])[N:39]([CH2:6][CH2:5][CH2:4][CH2:3][C:2]#[CH:1])[C:37]3=[O:38])[CH2:33][C@@H:32]2[OH:44])([C:23]2[CH:24]=[CH:25][CH:26]=[CH:27][CH:28]=2)[C:15]2[CH:20]=[CH:19][C:18]([O:21][CH3:22])=[CH:17][CH:16]=2)=[CH:12][CH:11]=1, predict the reactants needed to synthesize it. The reactants are: [CH2:1](O)[CH2:2][CH2:3][CH2:4][C:5]#[CH:6].[CH3:8][O:9][C:10]1[CH:46]=[CH:45][C:13]([C:14]([O:29][CH2:30][C@H:31]2[O:35][C@@H:34]([N:36]3[CH:43]=[CH:42][C:40](=[O:41])[NH:39][C:37]3=[O:38])[CH2:33][C@@H:32]2[OH:44])([C:23]2[CH:28]=[CH:27][CH:26]=[CH:25][CH:24]=2)[C:15]2[CH:20]=[CH:19][C:18]([O:21][CH3:22])=[CH:17][CH:16]=2)=[CH:12][CH:11]=1. (6) Given the product [CH3:33][N:32]1[CH:31]=[CH:2][CH:3]=[C:4]1[C:5]([NH:7][CH:8]([C:10]1[N:15]=[N:14][C:13]([NH:16][C:17]2[CH:18]=[C:19]([O:27][CH3:28])[C:20]([O:25][CH3:26])=[C:21]([O:23][CH3:24])[CH:22]=2)=[N:12][CH:11]=1)[CH3:9])=[O:6], predict the reactants needed to synthesize it. The reactants are: Br[C:2]1[CH:3]=[C:4](C=C[CH:31]=1)[C:5]([NH:7][CH:8]([C:10]1[N:15]=[N:14][C:13]([NH:16][C:17]2[CH:22]=[C:21]([O:23][CH3:24])[C:20]([O:25][CH3:26])=[C:19]([O:27][CH3:28])[CH:18]=2)=[N:12][CH:11]=1)[CH3:9])=[O:6].[NH2:32][CH:33](C1N=NC(NC2C=C(OC)C(OC)=C(OC)C=2)=NC=1)C.CN1C=CC=C1C(O)=O.C(N(C(C)C)CC)(C)C.F[P-](F)(F)(F)(F)F.N1(OC(N(C)C)=[N+](C)C)C2N=CC=CC=2N=N1. (7) Given the product [CH2:6]([O:13][C:14]1[C:15]([O:25][CH3:26])=[CH:16][C:17]2[S:23][C:21]([CH3:22])=[N:20][C:18]=2[CH:19]=1)[C:7]1[CH:12]=[CH:11][CH:10]=[CH:9][CH:8]=1, predict the reactants needed to synthesize it. The reactants are: O1CCCC1.[CH2:6]([O:13][C:14]1[C:15]([O:25][CH3:26])=[CH:16][C:17](Br)=[C:18]([NH:20][C:21](=[S:23])[CH3:22])[CH:19]=1)[C:7]1[CH:12]=[CH:11][CH:10]=[CH:9][CH:8]=1.[H-].[Na+].[N+](C1C=CC(C=CC=O)=CC=1)([O-])=O.